Task: Predict which catalyst facilitates the given reaction.. Dataset: Catalyst prediction with 721,799 reactions and 888 catalyst types from USPTO (1) Reactant: [CH2:1]([N:8]([CH3:24])[C:9]1[CH:14]=[CH:13][C:12](B2[O:19][C:18]([CH3:21])(C)C(C)(C)O2)=[CH:11][CH:10]=1)[C:2]1[CH:7]=[CH:6][CH:5]=[CH:4][CH:3]=1.I[C:26]1[C:34]2[C:29](=[N:30][CH:31]=[N:32][C:33]=2[NH2:35])[N:28]([C@H:36]2[CH2:41][CH2:40][C@@H:39]([N:42]3[CH2:47][CH2:46][N:45]([CH3:48])[CH2:44][CH2:43]3)[CH2:38][CH2:37]2)[N:27]=1.O.[C:50](=[O:53])([O-])[O-:51].[Na+].[Na+]. Product: [C:18]([OH:51])(=[O:19])[CH3:21].[C:50]([OH:51])(=[O:53])[CH3:1].[CH2:1]([N:8]([CH3:24])[C:9]1[CH:10]=[CH:11][C:12]([C:26]2[C:34]3[C:29](=[N:30][CH:31]=[N:32][C:33]=3[NH2:35])[N:28]([C@H:36]3[CH2:37][CH2:38][C@@H:39]([N:42]4[CH2:43][CH2:44][N:45]([CH3:48])[CH2:46][CH2:47]4)[CH2:40][CH2:41]3)[N:27]=2)=[CH:13][CH:14]=1)[C:2]1[CH:3]=[CH:4][CH:5]=[CH:6][CH:7]=1. The catalyst class is: 149. (2) Reactant: Cl[C:2]([O:4][CH3:5])=[O:3].[N:6]1([C:11]2[CH:20]=[CH:19][CH:18]=[C:17]3[C:12]=2[NH:13][CH2:14][CH2:15][NH:16]3)[CH2:10][CH2:9][CH2:8][CH2:7]1.C(N(CC)CC)C. Product: [N:6]1([C:11]2[CH:20]=[CH:19][CH:18]=[C:17]3[C:12]=2[NH:13][CH2:14][CH2:15][N:16]3[C:2]([O:4][CH3:5])=[O:3])[CH2:7][CH2:8][CH2:9][CH2:10]1. The catalyst class is: 4. (3) Reactant: [H-].[Al+3].[Li+].[H-].[H-].[H-].[CH3:7][C:8]([CH3:18])([CH2:15][CH:16]=[CH2:17])[CH2:9][C:10](OCC)=[O:11].O.[OH-].[Na+]. Product: [CH3:7][C:8]([CH3:18])([CH2:15][CH:16]=[CH2:17])[CH2:9][CH2:10][OH:11]. The catalyst class is: 28. (4) Reactant: [CH:1]1[C:10]2[C:5](=[C:6](B(O)O)[CH:7]=[CH:8][CH:9]=2)[CH:4]=[CH:3][N:2]=1.[CH3:14][N:15]([CH3:39])[CH2:16][CH2:17][N:18]1[C:27]2[C@@:22]([CH3:37])([C@H:23]3[CH2:34][CH2:33][C@@:32]4([CH3:35])[C@@H:28]([CH2:29][CH:30]=[C:31]4I)[C@@H:24]3[CH2:25][CH:26]=2)[CH2:21][CH2:20][C:19]1=[O:38].O. Product: [CH3:39][N:15]([CH3:14])[CH2:16][CH2:17][N:18]1[C:27]2[C@@:22]([CH3:37])([C@H:23]3[CH2:34][CH2:33][C@@:32]4([CH3:35])[C@@H:28]([CH2:29][CH:30]=[C:31]4[C:6]4[CH:7]=[CH:8][CH:9]=[C:10]5[C:5]=4[CH:4]=[CH:3][N:2]=[CH:1]5)[C@@H:24]3[CH2:25][CH:26]=2)[CH2:21][CH2:20][C:19]1=[O:38]. The catalyst class is: 184. (5) Product: [OH:1][C@H:2]([C@H:4]1[CH2:8][NH:7][C:6](=[O:17])[CH2:5]1)[CH3:3]. The catalyst class is: 137. Reactant: [OH:1][C@H:2]([C@H:4]1[CH2:8][N:7]([C@@H](C2C=CC=CC=2)C)[C:6](=[O:17])[CH2:5]1)[CH3:3]. (6) Product: [F:1][C:2]1[CH:10]=[CH:9][C:5]([C:6]([O:8][CH2:12][CH3:13])=[O:7])=[CH:4][C:3]=1[OH:11]. Reactant: [F:1][C:2]1[CH:10]=[CH:9][C:5]([C:6]([OH:8])=[O:7])=[CH:4][C:3]=1[OH:11].[CH3:12][C:13]1C=CC(S(O)(=O)=O)=CC=1. The catalyst class is: 8. (7) Reactant: [F:1][C:2]1[CH:7]=[CH:6][C:5](/[CH:8]=[CH:9]/[N+:10]([O-])=O)=[CH:4][C:3]=1[F:13].[Li+].[BH4-].Cl[Si](C)(C)C. Product: [F:13][C:3]1[CH:4]=[C:5]([CH2:8][CH2:9][NH2:10])[CH:6]=[CH:7][C:2]=1[F:1]. The catalyst class is: 1. (8) Reactant: Cl.[CH2:2]1[C:8]2[C:9]3[CH:15]=[CH:14][C:13]([N:16]4[CH:21]=[CH:20][C:19]([C:22]5[CH:27]=[CH:26][C:25]([C:28]([F:31])([F:30])[F:29])=[CH:24][CH:23]=5)=[CH:18][C:17]4=[O:32])=[CH:12][C:10]=3[O:11][C:7]=2[CH2:6][CH2:5][CH2:4][NH:3]1.C=O.[C:35](O[BH-](OC(=O)C)OC(=O)C)(=O)C.[Na+]. Product: [CH3:35][N:3]1[CH2:4][CH2:5][CH2:6][C:7]2[O:11][C:10]3[CH:12]=[C:13]([N:16]4[CH:21]=[CH:20][C:19]([C:22]5[CH:27]=[CH:26][C:25]([C:28]([F:31])([F:29])[F:30])=[CH:24][CH:23]=5)=[CH:18][C:17]4=[O:32])[CH:14]=[CH:15][C:9]=3[C:8]=2[CH2:2]1. The catalyst class is: 793. (9) Reactant: [F:1][C:2]([F:32])([F:31])[C:3]1[CH:4]=[C:5]([CH:24]=[C:25]([C:27]([F:30])([F:29])[F:28])[CH:26]=1)[CH2:6][O:7][CH2:8][C:9]1([C:18]2[CH:23]=[CH:22][CH:21]=[CH:20][CH:19]=2)[CH2:16][CH2:15][CH2:14][NH:13][C:12](=O)[CH2:11][CH2:10]1.B.C1COCC1.CO.Cl. The catalyst class is: 1. Product: [F:31][C:2]([F:1])([F:32])[C:3]1[CH:4]=[C:5]([CH:24]=[C:25]([C:27]([F:30])([F:29])[F:28])[CH:26]=1)[CH2:6][O:7][CH2:8][C:9]1([C:18]2[CH:23]=[CH:22][CH:21]=[CH:20][CH:19]=2)[CH2:10][CH2:11][CH2:12][NH:13][CH2:14][CH2:15][CH2:16]1.